From a dataset of HIV replication inhibition screening data with 41,000+ compounds from the AIDS Antiviral Screen. Binary Classification. Given a drug SMILES string, predict its activity (active/inactive) in a high-throughput screening assay against a specified biological target. (1) The compound is COc1cc2cc3c4cc(OC)c(OC)cc4cc(C)[n+]3cc2cc1OC. The result is 0 (inactive). (2) The molecule is Cc1cc(C#N)c(Nc2ccccc2[N+](=O)[O-])s1. The result is 0 (inactive).